From a dataset of Retrosynthesis with 50K atom-mapped reactions and 10 reaction types from USPTO. Predict the reactants needed to synthesize the given product. (1) Given the product Cc1cnc(N2CCC(N(C(=O)c3ccc(-c4cnco4)c(F)c3)C3CC3)CC2)cn1, predict the reactants needed to synthesize it. The reactants are: Cc1cnc(N2CCC(NC3CC3)CC2)cn1.O=C(O)c1ccc(-c2cnco2)c(F)c1. (2) Given the product COc1cc(C(C)O)ccc1F, predict the reactants needed to synthesize it. The reactants are: COc1cc(C=O)ccc1F.C[Mg+]. (3) Given the product CCOC(=O)C=Cc1cccc(Br)c1, predict the reactants needed to synthesize it. The reactants are: CCO.O=C(O)C=Cc1cccc(Br)c1. (4) The reactants are: NC(Cc1ccc(C(F)(F)F)o1)C(O)c1ccc(F)cc1.O=C(Cl)CCc1ccccc1. Given the product O=C(CCc1ccccc1)NC(Cc1ccc(C(F)(F)F)o1)C(O)c1ccc(F)cc1, predict the reactants needed to synthesize it.